Dataset: Full USPTO retrosynthesis dataset with 1.9M reactions from patents (1976-2016). Task: Predict the reactants needed to synthesize the given product. (1) Given the product [Br:1][C:2]1[CH:3]=[C:4]([CH2:8][CH2:9][CH2:16][C:11]([O:13][CH2:14][CH3:15])=[O:12])[CH:5]=[CH:6][CH:7]=1, predict the reactants needed to synthesize it. The reactants are: [Br:1][C:2]1[CH:3]=[C:4]([CH2:8][CH:9]=O)[CH:5]=[CH:6][CH:7]=1.[C:11]([CH:16]=P(C1C=CC=CC=1)(C1C=CC=CC=1)C1C=CC=CC=1)([O:13][CH2:14][CH3:15])=[O:12]. (2) Given the product [C:12]([O:5][CH2:4][CH2:3][CH2:2][Br:1])(=[O:19])[C:13]1[CH:18]=[CH:17][CH:16]=[CH:15][CH:14]=1, predict the reactants needed to synthesize it. The reactants are: [Br:1][CH2:2][CH2:3][CH2:4][OH:5].N1C=CC=CC=1.[C:12](Cl)(=[O:19])[C:13]1[CH:18]=[CH:17][CH:16]=[CH:15][CH:14]=1.